From a dataset of Experimentally validated miRNA-target interactions with 360,000+ pairs, plus equal number of negative samples. Binary Classification. Given a miRNA mature sequence and a target amino acid sequence, predict their likelihood of interaction. (1) The miRNA is cel-miR-51-5p with sequence UACCCGUAGCUCCUAUCCAUGUU. The protein sequence of the target gene is MEPAVSEPMRDQVARTHLTEDTPKVNADIEKVNQNQAKRCTVIGGSGFLGQHMVEQLLARGYAVNVFDIQQGFDNPQVRFFLGDLCSRQDLYPALKGVNTVFHCASPPPSSNNKELFYRVNYIGTKNVIETCKEAGVQKLILTSSASVIFEGVDIKNGTEDLPYAMKPIDYYTETKILQERAVLGANDPEKNFLTTAIRPHGIFGPRDPQLVPILIEAARNGKMKFVIGNGKNLVDFTFVENVVHGHILAAEQLSRDSTLGGKAFHITNDEPIPFWTFLSRILTGLNYEAPKYHIPYWVA.... Result: 0 (no interaction). (2) The miRNA is hsa-miR-1203 with sequence CCCGGAGCCAGGAUGCAGCUC. The protein sequence of the target gene is MAVSVLRLTVVLGLLVLFLTCYADDKPDKPDDKPDDSGKDPKPDFPKFLSLLGTEIIENAVEFILRSMSRSTGFMEFDDNEGKHSSK. Result: 0 (no interaction). (3) The miRNA is mmu-miR-1224-5p with sequence GUGAGGACUGGGGAGGUGGAG. The protein sequence of the target gene is MSKRLRSSDVCADCNGPDPSWASVNRGTFICDECCSVHRSLGRHISQVRHLKHTAWPPTLLQMVETLYNNGANSIWEHSLLDPASIMSGRRKANPQDKVHPNKAEFIRAKYQMLAFVHRLPCREDDSVTAKDLSKQLHSSVRTGNLETCLRLLSLGAQANFFHPEKGSTPLHVASKAGQILQAELLAVYGADPGTQDSSGKTPVDYARQGGHHELAERLIEIQYELTDRLAFYLCGRKPDHKSGQHFLIPQRADSLDLSELAKAAKKKLQSLSNHLFEELAMDVYDEVDRRETDAVWLAT.... Result: 0 (no interaction). (4) The miRNA is hsa-miR-5011-5p with sequence UAUAUAUACAGCCAUGCACUC. The protein sequence of the target gene is MSVRLPQSIDRLSSLSSLGDSAPERKSPSHHRQPSDASETTGLVQRCVIIQKDQHGFGFTVSGDRIVLVQSVRPGGAAMKAGVKEGDRIIKVNGTMVTNSSHLEVVKLIKSGAYVALTLLGSSPSSMGISGLQQDPSPAGAPRITSVIPSPPPPPPLPPPQRITGPKPLQDPEVQKHATQILRNMLRQEEKELQDILPLYGDTSQRPSEGRLSLDSQEGDSGLDSGTERFPSLSESLMNRNSVLSDPGLDSPRTSPVIMARVAQHHRRQGSDAAVPSTGDQGVDQSPKPLIIGPEEDYDP.... Result: 1 (interaction). (5) The miRNA is hsa-miR-4725-5p with sequence AGACCCUGCAGCCUUCCCACC. The protein sequence of the target gene is MLRALSRLGAGTPCRPRAPLVLPARGRKTRHDPLAKSKIERVNMPPAVDPAEFFVLMERYQHYRQTVRALRMEFVSEVQRKVHEARAGVLAERKALKDAAEHRELMAWNQAENRRLHELRIARLRQEEREQEQRQALEQARKAEEVQAWAQRKEREVLQLQEEVKNFITRENLEARVEAALDSRKNYNWAITREGLVVRPQRRDS. Result: 0 (no interaction).